Dataset: Reaction yield outcomes from USPTO patents with 853,638 reactions. Task: Predict the reaction yield, written as a fraction of the theoretical maximum amount of product (1.0 means a 100% yield; for example, 0.34 means a 34% yield). (1) The reactants are FF.[CH3:3][O:4][C@@H:5]1[C@H:10]([O:11][CH3:12])[C@@H:9]([O:13][CH3:14])[C@H:8]([CH3:15])[O:7][C@H:6]1[O:16][N:17]=[CH:18][C:19]1[CH:24]=[CH:23][C:22]([C:25]2[N:29]=[CH:28][N:27]([C:30]3[CH:35]=[CH:34][C:33]([OH:36])=[CH:32][N:31]=3)[N:26]=2)=[CH:21][CH:20]=1.[F:37][C:38]([F:45])([F:44])[C:39]([F:43])=[C:40]([F:42])[F:41].C(N(CC)CC)C. The catalyst is CN(C=O)C.C1COCC1. The product is [CH3:3][O:4][C@@H:5]1[C@H:10]([O:11][CH3:12])[C@@H:9]([O:13][CH3:14])[C@H:8]([CH3:15])[O:7][C@H:6]1[O:16][N:17]=[CH:18][C:19]1[CH:20]=[CH:21][C:22]([C:25]2[N:29]=[CH:28][N:27]([C:30]3[CH:35]=[CH:34][C:33]([O:36][C:40]([F:42])([F:41])[CH:39]([F:43])[C:38]([F:45])([F:44])[F:37])=[CH:32][N:31]=3)[N:26]=2)=[CH:23][CH:24]=1. The yield is 0.240. (2) The reactants are C([O:3][C:4]([C:6]1[CH:7]=[N:8][N:9]([C:11]2[NH:15][C:14]3[CH:16]=[CH:17][CH:18]=[C:19]([Cl:20])[C:13]=3[N:12]=2)[CH:10]=1)=[O:5])C.C1COCC1.O[Li].O. The catalyst is O. The product is [Cl:20][C:19]1[C:13]2[N:12]=[C:11]([N:9]3[CH:10]=[C:6]([C:4]([OH:5])=[O:3])[CH:7]=[N:8]3)[NH:15][C:14]=2[CH:16]=[CH:17][CH:18]=1. The yield is 0.900.